Dataset: Retrosynthesis with 50K atom-mapped reactions and 10 reaction types from USPTO. Task: Predict the reactants needed to synthesize the given product. (1) Given the product Cc1nc2ccccc2n1-c1nc(N2CCOCC2)c2nc(CN3CCC(C#N)CC3)n(C)c2n1, predict the reactants needed to synthesize it. The reactants are: Cc1nc2ccccc2n1-c1nc(N2CCOCC2)c2nc(CBr)n(C)c2n1.N#CC1CCNCC1. (2) Given the product CC(O)[C@H]1CC[C@H](CNC(=O)OCc2ccccc2)CC1, predict the reactants needed to synthesize it. The reactants are: CC(=O)[C@H]1CC[C@H](CNC(=O)OCc2ccccc2)CC1. (3) Given the product Cc1cc(-c2ccc(F)cc2)n(Cc2ccccn2)n1, predict the reactants needed to synthesize it. The reactants are: CC(=O)CC(=O)c1ccc(F)cc1.NNCc1ccccn1. (4) The reactants are: COCCCOc1cc(C(=O)N(C[C@@H]2CN(C(=O)OC(C)(C)C)C[C@H]2CN=[N+]=[N-])C(C)C)ccc1OC. Given the product COCCCOc1cc(C(=O)N(C[C@@H]2CN(C(=O)OC(C)(C)C)C[C@H]2CN)C(C)C)ccc1OC, predict the reactants needed to synthesize it. (5) Given the product Cc1[nH]c(C=C2C(=O)Nc3cc(-c4cccnc4)ccc32)c(C)c1C(=O)NCCCN(C)C, predict the reactants needed to synthesize it. The reactants are: Cc1[nH]c(C=O)c(C)c1C(=O)NCCCN(C)C.O=C1Cc2ccc(-c3cccnc3)cc2N1. (6) Given the product COC(=O)C=Cc1ccccc1-c1ccc(C[C@H](NC(=O)c2c(Cl)cccc2Cl)C(=O)OC)cc1, predict the reactants needed to synthesize it. The reactants are: COC(=O)C=P(c1ccccc1)(c1ccccc1)c1ccccc1.COC(=O)[C@H](Cc1ccc(-c2ccccc2C=O)cc1)NC(=O)c1c(Cl)cccc1Cl. (7) The reactants are: CCOC(=O)Cc1ccc(Oc2ccc(C(=O)NCCc3ccc(Cl)cc3)cc2)c(Br)c1. Given the product O=C(O)Cc1ccc(Oc2ccc(C(=O)NCCc3ccc(Cl)cc3)cc2)c(Br)c1, predict the reactants needed to synthesize it.